This data is from Catalyst prediction with 721,799 reactions and 888 catalyst types from USPTO. The task is: Predict which catalyst facilitates the given reaction. (1) Reactant: C(Cl)(=O)C(Cl)=O.CS(C)=O.[CH:11]([C:14]1[C:15]([O:32][CH3:33])=[C:16]([C:20]([CH3:31])([CH3:30])[CH2:21][C:22]([C:26]([F:29])([F:28])[F:27])([OH:25])[CH2:23][OH:24])[CH:17]=[CH:18][CH:19]=1)([CH3:13])[CH3:12].C(N(CC)CC)C. Product: [OH:25][C:22]([C:26]([F:27])([F:28])[F:29])([CH2:21][C:20]([C:16]1[CH:17]=[CH:18][CH:19]=[C:14]([CH:11]([CH3:13])[CH3:12])[C:15]=1[O:32][CH3:33])([CH3:31])[CH3:30])[CH:23]=[O:24]. The catalyst class is: 46. (2) Reactant: C1(C)C=CC(S([O-])(=O)=O)=CC=1.CN(C)C=[N+](C)C.CC(C)([O-])C.[K+].[C:25]([O:29][C:30]([N:32]1[C:36](=[O:37])[CH2:35][CH2:34][C@H:33]1CC1C=CC(C2C=CC=CC=2)=CC=1)=[O:31])([CH3:28])([CH3:27])[CH3:26]. Product: [C:25]([O:29][C:30]([N:32]1[CH2:33][CH2:34][CH2:35][C:36]1=[O:37])=[O:31])([CH3:28])([CH3:26])[CH3:27]. The catalyst class is: 1. (3) Reactant: [F:1][CH:2]([F:38])[C:3]1[N:28](S(C2C=CC=CC=2)(=O)=O)[C:6]2=[N:7][CH:8]=[CH:9][C:10]([C:11]3[CH:16]=[CH:15][C:14]([S:17]([NH:20][CH:21]4[CH2:25][CH2:24][S:23](=[O:27])(=[O:26])[CH2:22]4)(=[O:19])=[O:18])=[CH:13][CH:12]=3)=[C:5]2[CH:4]=1.CCCC[N+](CCCC)(CCCC)CCCC.[F-].C(Cl)Cl.[Cl-].[NH4+]. Product: [F:38][CH:2]([F:1])[C:3]1[NH:28][C:6]2=[N:7][CH:8]=[CH:9][C:10]([C:11]3[CH:16]=[CH:15][C:14]([S:17]([NH:20][CH:21]4[CH2:25][CH2:24][S:23](=[O:26])(=[O:27])[CH2:22]4)(=[O:19])=[O:18])=[CH:13][CH:12]=3)=[C:5]2[CH:4]=1. The catalyst class is: 1. (4) Reactant: [C:1](=O)([O-])[O-:2].[Cs+].[Cs+].[C:7]1([C:13]2[CH:14]=[CH:15][C:16]3[N:17]([C:19]([CH2:22][NH:23][C:24]4[CH:25]=[CH:26][N:27]=[C:28]5[C:33]=4[N:32]=[CH:31][C:30]([OH:34])=[CH:29]5)=[N:20][N:21]=3)[N:18]=2)[CH:12]=[CH:11][CH:10]=[CH:9][CH:8]=1.Cl.Cl[CH2:37][CH2:38][N:39]1[CH2:43][CH2:42][CH2:41][CH2:40]1.[I-].[Na+]. Product: [CH3:1][OH:2].[NH4+:17].[OH-:34].[C:7]1([C:13]2[CH:14]=[CH:15][C:16]3[N:17]([C:19]([CH2:22][NH:23][C:24]4[C:33]5[C:28](=[CH:29][C:30]([O:34][CH2:37][CH2:38][N:39]6[CH2:43][CH2:42][CH2:41][CH2:40]6)=[CH:31][N:32]=5)[N:27]=[CH:26][CH:25]=4)=[N:20][N:21]=3)[N:18]=2)[CH:8]=[CH:9][CH:10]=[CH:11][CH:12]=1. The catalyst class is: 58.